From a dataset of Full USPTO retrosynthesis dataset with 1.9M reactions from patents (1976-2016). Predict the reactants needed to synthesize the given product. (1) Given the product [CH2:1]([C:5]1[CH2:10][CH:9]([CH3:11])[C:8]([CH:12]([OH:13])[CH3:15])([CH3:14])[CH2:7][CH:6]=1)[CH:2]([CH3:4])[CH3:3], predict the reactants needed to synthesize it. The reactants are: [CH2:1]([C:5]1[CH2:10][CH:9]([CH3:11])[C:8]([CH3:14])([CH:12]=[O:13])[CH2:7][CH:6]=1)[CH:2]([CH3:4])[CH3:3].[CH3:15][Mg+].[Br-].Cl. (2) Given the product [CH2:16]([C:2]1[CH:8]=[C:7]([O:9][C:10]([F:13])([F:12])[F:11])[CH:6]=[CH:5][C:3]=1[NH2:4])[CH:15]=[CH2:14], predict the reactants needed to synthesize it. The reactants are: Br[C:2]1[CH:8]=[C:7]([O:9][C:10]([F:13])([F:12])[F:11])[CH:6]=[CH:5][C:3]=1[NH2:4].[CH2:14]([Sn](CCCC)(CCCC)CCCC)[CH:15]=[CH2:16].[F-].[K+]. (3) Given the product [CH:3]1([C:9]2[CH:14]=[CH:13][C:12]([C:15]3[N:19]([S:28]([C:24]4[CH:23]=[N:22][CH:27]=[CH:26][CH:25]=4)(=[O:30])=[O:29])[CH:18]=[C:17]([CH:20]=[O:21])[CH:16]=3)=[CH:11][CH:10]=2)[CH2:4][CH2:5][CH2:6][CH2:7][CH2:8]1, predict the reactants needed to synthesize it. The reactants are: [H-].[Na+].[CH:3]1([C:9]2[CH:14]=[CH:13][C:12]([C:15]3[NH:19][CH:18]=[C:17]([CH:20]=[O:21])[CH:16]=3)=[CH:11][CH:10]=2)[CH2:8][CH2:7][CH2:6][CH2:5][CH2:4]1.[N:22]1[CH:27]=[CH:26][CH:25]=[C:24]([S:28](Cl)(=[O:30])=[O:29])[CH:23]=1. (4) Given the product [F:1][C:2]([F:30])([F:29])[C:3]1[CH:4]=[C:5]([NH:9][C:10]([N:12]2[C:20]3[C:15](=[CH:16][C:17]([O:21][C:22]4[CH:27]=[C:26]([NH:9][CH:5]([CH3:6])[CH3:4])[N:25]=[CH:24][N:23]=4)=[CH:18][CH:19]=3)[CH2:14][CH2:13]2)=[O:11])[CH:6]=[CH:7][CH:8]=1, predict the reactants needed to synthesize it. The reactants are: [F:1][C:2]([F:30])([F:29])[C:3]1[CH:4]=[C:5]([NH:9][C:10]([N:12]2[C:20]3[C:15](=[CH:16][C:17]([O:21][C:22]4[CH:27]=[C:26](Cl)[N:25]=[CH:24][N:23]=4)=[CH:18][CH:19]=3)[CH2:14][CH2:13]2)=[O:11])[CH:6]=[CH:7][CH:8]=1. (5) Given the product [C:46]([C:50]1[CH:70]=[CH:69][C:53]([CH2:54][N:55]([CH2:56][CH2:57][C:58]2[CH:63]=[CH:62][C:61]([F:64])=[C:60]([C:65]([F:67])([F:68])[F:66])[CH:59]=2)[C:12]([C:9]2[C:10]([F:11])=[C:2]([F:1])[CH:3]=[C:4]3[C:8]=2[NH:7][CH:6]=[CH:5]3)=[O:14])=[CH:52][CH:51]=1)([CH3:49])([CH3:47])[CH3:48], predict the reactants needed to synthesize it. The reactants are: [F:1][C:2]1[CH:3]=[C:4]2[C:8](=[C:9]([C:12]([OH:14])=O)[C:10]=1[F:11])[NH:7][CH:6]=[CH:5]2.CN(C(ON1N=NC2C=CC=CC1=2)=[N+](C)C)C.[B-](F)(F)(F)F.C(N(CC)C(C)C)(C)C.[C:46]([C:50]1[CH:70]=[CH:69][C:53]([CH2:54][NH:55][CH2:56][CH2:57][C:58]2[CH:63]=[CH:62][C:61]([F:64])=[C:60]([C:65]([F:68])([F:67])[F:66])[CH:59]=2)=[CH:52][CH:51]=1)([CH3:49])([CH3:48])[CH3:47]. (6) Given the product [C:20]([C@@H:19]([NH:18][C:15]([C:7]1[CH:6]=[CH:5][C:4]([CH:1]2[CH2:2][CH2:3]2)=[C:9]([O:10][CH2:11][CH:12]2[CH2:13][CH2:14]2)[N:8]=1)=[O:17])[C:23]1[CH:28]=[CH:27][C:26]([Cl:29])=[CH:25][CH:24]=1)(=[O:21])[NH2:22], predict the reactants needed to synthesize it. The reactants are: [CH:1]1([C:4]2[CH:5]=[CH:6][C:7]([C:15]([OH:17])=O)=[N:8][C:9]=2[O:10][CH2:11][CH:12]2[CH2:14][CH2:13]2)[CH2:3][CH2:2]1.[NH2:18][C@@H:19]([C:23]1[CH:28]=[CH:27][C:26]([Cl:29])=[CH:25][CH:24]=1)[C:20]([NH2:22])=[O:21]. (7) Given the product [CH3:17][O:18][C:19]1[CH:28]=[CH:27][C:26]2[C:21](=[CH:22][CH:23]=[C:24]([C:29]3[CH:34]=[CH:33][CH:32]=[C:31]([O:35][CH3:36])[CH:30]=3)[CH:25]=2)[C:20]=1[C:2]1[CH:3]=[C:4]([S:8]([NH:11][C:12]2[S:13][CH:14]=[CH:15][N:16]=2)(=[O:10])=[O:9])[CH:5]=[CH:6][CH:7]=1, predict the reactants needed to synthesize it. The reactants are: Br[C:2]1[CH:3]=[C:4]([S:8]([NH:11][C:12]2[S:13][CH:14]=[CH:15][N:16]=2)(=[O:10])=[O:9])[CH:5]=[CH:6][CH:7]=1.[CH3:17][O:18][C:19]1[CH:28]=[CH:27][C:26]2[C:21](=[CH:22][CH:23]=[C:24]([C:29]3[CH:34]=[CH:33][CH:32]=[C:31]([O:35][CH3:36])[CH:30]=3)[CH:25]=2)[C:20]=1OB(O)O. (8) Given the product [CH3:1][O:2][C:3](=[O:20])[C:4]1[CH:9]=[C:8]([C:10](=[O:18])[C:11]2[CH:16]=[CH:15][C:14]([NH:78][C:77]3[CH:80]=[CH:81][C:74]([Cl:73])=[CH:75][CH:76]=3)=[CH:13][CH:12]=2)[CH:7]=[CH:6][C:5]=1[F:19], predict the reactants needed to synthesize it. The reactants are: [CH3:1][O:2][C:3](=[O:20])[C:4]1[CH:9]=[C:8]([C:10](=[O:18])[C:11]2[CH:16]=[CH:15][C:14](Br)=[CH:13][CH:12]=2)[CH:7]=[CH:6][C:5]=1[F:19].C1C=CC(P(C2C(C3C(P(C4C=CC=CC=4)C4C=CC=CC=4)=CC=C4C=3C=CC=C4)=C3C(C=CC=C3)=CC=2)C2C=CC=CC=2)=CC=1.C([O-])([O-])=O.[Cs+].[Cs+].[Cl:73][C:74]1[CH:81]=[CH:80][C:77]([NH:78]C)=[CH:76][CH:75]=1.